From a dataset of Full USPTO retrosynthesis dataset with 1.9M reactions from patents (1976-2016). Predict the reactants needed to synthesize the given product. (1) Given the product [CH3:2][O:3][C:4](=[O:10])[C@H:5]([CH:7]([CH2:9][CH2:12][C:13]1[CH:14]=[CH:15][C:16]([C:19]2[CH:24]=[CH:23][CH:22]=[CH:21][C:20]=2[C:25]#[N:26])=[CH:17][CH:18]=1)[CH3:8])[NH2:6], predict the reactants needed to synthesize it. The reactants are: Cl.[CH3:2][O:3][C:4](=[O:10])[C@H:5]([CH:7]([CH3:9])[CH3:8])[NH2:6].Br[CH2:12][C:13]1[CH:18]=[CH:17][C:16]([C:19]2[CH:24]=[CH:23][CH:22]=[CH:21][C:20]=2[C:25]#[N:26])=[CH:15][CH:14]=1. (2) Given the product [CH2:1]([C@@:8]([OH:17])([C:9]([NH:24][CH2:23][C:22]1[CH:25]=[C:26]([O:28][CH3:29])[CH:27]=[C:20]([O:19][CH3:18])[CH:21]=1)=[O:11])[C:12]([O:14][CH2:15][CH3:16])=[O:13])[C:2]1[CH:3]=[CH:4][CH:5]=[CH:6][CH:7]=1, predict the reactants needed to synthesize it. The reactants are: [CH2:1]([C@:8]([OH:17])([C:12]([O:14][CH2:15][CH3:16])=[O:13])[C:9]([OH:11])=O)[C:2]1[CH:7]=[CH:6][CH:5]=[CH:4][CH:3]=1.[CH3:18][O:19][C:20]1[CH:21]=[C:22]([CH:25]=[C:26]([O:28][CH3:29])[CH:27]=1)[CH2:23][NH2:24].CN(C(ON1N=NC2C=CC=NC1=2)=[N+](C)C)C.F[P-](F)(F)(F)(F)F.CCN(C(C)C)C(C)C. (3) Given the product [Cl:1][C:2]1[CH:3]=[CH:4][C:5]([C:8]2[N:9]=[C:10]([CH2:24][C:25]#[N:26])[C:11]([C:21]([NH:34][N:28]3[CH2:33][CH2:32][CH2:31][CH2:30][CH2:29]3)=[O:22])=[N:12][C:13]=2[C:14]2[CH:15]=[CH:16][C:17]([Cl:20])=[CH:18][CH:19]=2)=[CH:6][CH:7]=1, predict the reactants needed to synthesize it. The reactants are: [Cl:1][C:2]1[CH:7]=[CH:6][C:5]([C:8]2[N:9]=[C:10]([CH2:24][C:25]#[N:26])[C:11]([C:21](O)=[O:22])=[N:12][C:13]=2[C:14]2[CH:19]=[CH:18][C:17]([Cl:20])=[CH:16][CH:15]=2)=[CH:4][CH:3]=1.Cl.[N:28]1([NH2:34])[CH2:33][CH2:32][CH2:31][CH2:30][CH2:29]1.C1CN([P+](ON2N=NC3C=CC=CC2=3)(N2CCCC2)N2CCCC2)CC1.F[P-](F)(F)(F)(F)F. (4) Given the product [F:48][C:47]([F:50])([F:49])[C:45]([OH:51])=[O:46].[CH3:1][O:2][C:3](=[O:44])[CH2:4][NH:5][C:6](=[O:43])[CH2:7][NH:8][C:9](=[O:42])[C@H:10]([CH:39]([CH3:40])[CH3:41])[NH:11][C:12](=[O:38])[C@H:13]([CH:35]([CH3:37])[CH3:36])[NH:14][C:15](=[O:34])[C@H:16]([CH2:25][O:26][CH2:27][C:28]1[CH:33]=[CH:32][CH:31]=[CH:30][CH:29]=1)[NH2:17], predict the reactants needed to synthesize it. The reactants are: [CH3:1][O:2][C:3](=[O:44])[CH2:4][NH:5][C:6](=[O:43])[CH2:7][NH:8][C:9](=[O:42])[C@H:10]([CH:39]([CH3:41])[CH3:40])[NH:11][C:12](=[O:38])[C@H:13]([CH:35]([CH3:37])[CH3:36])[NH:14][C:15](=[O:34])[C@H:16]([CH2:25][O:26][CH2:27][C:28]1[CH:33]=[CH:32][CH:31]=[CH:30][CH:29]=1)[NH:17]C(OC(C)(C)C)=O.[C:45]([OH:51])([C:47]([F:50])([F:49])[F:48])=[O:46].